Dataset: Full USPTO retrosynthesis dataset with 1.9M reactions from patents (1976-2016). Task: Predict the reactants needed to synthesize the given product. Given the product [CH3:1][C:2]1[O:6][C:5]([C:7]2[CH:8]=[C:9]([CH3:13])[CH:10]=[CH:11][CH:12]=2)=[N:4][C:3]=1[CH2:14][O:15][C@@H:16]1[CH2:21][CH2:20][CH2:19][C@H:18]([CH2:22][CH2:23][CH:24]2[S:28][C:27](=[O:29])[NH:26][C:25]2=[O:30])[CH2:17]1, predict the reactants needed to synthesize it. The reactants are: [CH3:1][C:2]1[O:6][C:5]([C:7]2[CH:8]=[C:9]([CH3:13])[CH:10]=[CH:11][CH:12]=2)=[N:4][C:3]=1[CH2:14][O:15][C@@H:16]1[CH2:21][CH2:20][CH2:19][C@H:18]([CH2:22][CH:23]=[C:24]2[S:28][C:27](=[O:29])[NH:26][C:25]2=[O:30])[CH2:17]1.